This data is from Full USPTO retrosynthesis dataset with 1.9M reactions from patents (1976-2016). The task is: Predict the reactants needed to synthesize the given product. (1) Given the product [CH2:1]([NH:8][C:9]1[CH:14]=[C:13]([N:23]2[CH2:24][CH2:25][N:20]([CH3:19])[CH2:21][CH2:22]2)[CH:12]=[CH:11][C:10]=1[N+:16]([O-:18])=[O:17])[C:2]1[CH:7]=[CH:6][CH:5]=[CH:4][CH:3]=1, predict the reactants needed to synthesize it. The reactants are: [CH2:1]([NH:8][C:9]1[CH:14]=[C:13](F)[CH:12]=[CH:11][C:10]=1[N+:16]([O-:18])=[O:17])[C:2]1[CH:7]=[CH:6][CH:5]=[CH:4][CH:3]=1.[CH3:19][N:20]1[CH2:25][CH2:24][NH:23][CH2:22][CH2:21]1.O. (2) Given the product [O:28]=[S:20]1(=[O:29])[C:21]2[CH:27]=[CH:26][CH:25]=[CH:24][C:22]=2[NH:23][C:18]([C:6]2[C:7](=[O:17])[N:8]([CH2:12][CH2:13][CH:14]([CH3:16])[CH3:15])[C:9]3[C:4]([C:5]=2[OH:30])=[CH:3][C:2]([NH:1][C:31](=[O:33])[CH3:32])=[CH:11][CH:10]=3)=[N:19]1, predict the reactants needed to synthesize it. The reactants are: [NH2:1][C:2]1[CH:3]=[C:4]2[C:9](=[CH:10][CH:11]=1)[N:8]([CH2:12][CH2:13][CH:14]([CH3:16])[CH3:15])[C:7](=[O:17])[C:6]([C:18]1[NH:19][S:20](=[O:29])(=[O:28])[C:21]3[CH:27]=[CH:26][CH:25]=[CH:24][C:22]=3[N:23]=1)=[C:5]2[OH:30].[C:31](OC(=O)C)(=[O:33])[CH3:32].N1C=CC=CC=1. (3) The reactants are: [CH3:1][O:2][C:3](=[O:17])[C:4]1[CH:9]=[CH:8][C:7]([CH:10]2[CH2:15][CH2:14][CH2:13][CH2:12][CH2:11]2)=[C:6](N)[CH:5]=1.[C:18]([BH3-])#[N:19].[Na+].O.[C:23](=O)([O-])O.[Na+]. Given the product [CH3:1][O:2][C:3](=[O:17])[C:4]1[CH:9]=[CH:8][C:7]([CH:10]2[CH2:15][CH2:14][CH2:13][CH2:12][CH2:11]2)=[C:6]([N:19]([CH3:18])[CH3:23])[CH:5]=1, predict the reactants needed to synthesize it. (4) Given the product [C:1]([O:4][CH2:5][CH2:6][CH:7]1[C:11]2[CH:12]=[C:13]([C:28]3[C:27]4[C:31](=[CH:32][C:24]([F:23])=[CH:25][CH:26]=4)[N:30]([C:33]([O:35][C:36]([CH3:39])([CH3:38])[CH3:37])=[O:34])[CH:29]=3)[CH:14]=[CH:15][C:10]=2[S:9](=[O:18])(=[O:17])[N:8]1[C:19]([CH3:22])([CH3:21])[CH3:20])(=[O:3])[CH3:2], predict the reactants needed to synthesize it. The reactants are: [C:1]([O:4][CH2:5][CH2:6][CH:7]1[C:11]2[CH:12]=[C:13](Br)[CH:14]=[CH:15][C:10]=2[S:9](=[O:18])(=[O:17])[N:8]1[C:19]([CH3:22])([CH3:21])[CH3:20])(=[O:3])[CH3:2].[F:23][C:24]1[CH:32]=[C:31]2[C:27]([C:28](B3OC(C)(C)C(C)(C)O3)=[CH:29][N:30]2[C:33]([O:35][C:36]([CH3:39])([CH3:38])[CH3:37])=[O:34])=[CH:26][CH:25]=1.[O-]P([O-])([O-])=O.[K+].[K+].[K+]. (5) Given the product [Cl:1][C:2]1[CH:3]=[CH:4][C:5]([C:8]([N:62]2[CH2:63][CH2:64][C:59]3[NH:58][C:57]([C:52]4[C:51]5[C:55](=[CH:56][C:48]([C:41]6[CH:42]=[C:43]([F:47])[C:44]([OH:46])=[CH:45][C:40]=6[CH2:38][CH3:39])=[CH:49][CH:50]=5)[NH:54][N:53]=4)=[N:65][C:60]=3[CH2:61]2)=[O:10])=[N:6][CH:7]=1, predict the reactants needed to synthesize it. The reactants are: [Cl:1][C:2]1[CH:3]=[CH:4][C:5]([C:8]([OH:10])=O)=[N:6][CH:7]=1.CN(C(ON1N=NC2C=CC=CC1=2)=[N+](C)C)C.F[P-](F)(F)(F)(F)F.Br.Br.Br.[CH2:38]([C:40]1[C:41]([C:48]2[CH:56]=[C:55]3[C:51]([C:52]([C:57]4[NH:58][C:59]5[CH2:64][CH2:63][NH:62][CH2:61][C:60]=5[N:65]=4)=[N:53][NH:54]3)=[CH:50][CH:49]=2)=[CH:42][C:43]([F:47])=[C:44]([OH:46])[CH:45]=1)[CH3:39].CCN(C(C)C)C(C)C.C(=O)([O-])O.[Na+]. (6) Given the product [Cl:30][CH2:28][CH2:27][NH:26][C:24]([C:23]1[CH:22]=[N:21][N:18]2[CH:19]=[CH:20][C:15]([N:11]3[CH2:12][CH2:13][CH2:14][C@@H:10]3[C:4]3[C:5](=[O:8])[NH:6][CH:7]=[C:2]([F:1])[CH:3]=3)=[N:16][C:17]=12)=[O:25], predict the reactants needed to synthesize it. The reactants are: [F:1][C:2]1[CH:3]=[C:4]([C@H:10]2[CH2:14][CH2:13][CH2:12][N:11]2[C:15]2[CH:20]=[CH:19][N:18]3[N:21]=[CH:22][C:23]([C:24]([NH:26][CH2:27][CH2:28]O)=[O:25])=[C:17]3[N:16]=2)[C:5]([O:8]C)=[N:6][CH:7]=1.[ClH:30].